Predict the reactants needed to synthesize the given product. From a dataset of Full USPTO retrosynthesis dataset with 1.9M reactions from patents (1976-2016). (1) Given the product [Cl:28][C:29]1[CH:34]=[CH:33][CH:32]=[CH:31][C:30]=1[NH:35][C:36]([NH:23][C:19]1[CH:20]=[CH:21][CH:22]=[C:17]([C:16]2[C:15]3[C:10](=[C:11]([C:24]([F:27])([F:25])[F:26])[CH:12]=[CH:13][CH:14]=3)[N:9]=[CH:8][C:7]=2[C:1]2[CH:2]=[CH:3][CH:4]=[CH:5][CH:6]=2)[CH:18]=1)=[O:37], predict the reactants needed to synthesize it. The reactants are: [C:1]1([C:7]2[CH:8]=[N:9][C:10]3[C:15]([C:16]=2[C:17]2[CH:18]=[C:19]([NH2:23])[CH:20]=[CH:21][CH:22]=2)=[CH:14][CH:13]=[CH:12][C:11]=3[C:24]([F:27])([F:26])[F:25])[CH:6]=[CH:5][CH:4]=[CH:3][CH:2]=1.[Cl:28][C:29]1[CH:34]=[CH:33][CH:32]=[CH:31][C:30]=1[N:35]=[C:36]=[O:37]. (2) Given the product [CH2:1]([O:8][C:9]([NH:11][C@@H:12]1[CH2:16][CH2:15][NH:14][CH2:13]1)=[O:10])[C:2]1[CH:3]=[CH:4][CH:5]=[CH:6][CH:7]=1, predict the reactants needed to synthesize it. The reactants are: [CH2:1]([O:8][C:9]([NH:11][C@@H:12]1[CH2:16][CH2:15][N:14](O)[CH2:13]1)=[O:10])[C:2]1[CH:7]=[CH:6][CH:5]=[CH:4][CH:3]=1. (3) Given the product [CH3:40][N:28]([CH3:27])[CH2:29][CH2:30][C:31]1[C:39]2[C:34](=[N:35][CH:36]=[CH:37][CH:38]=2)[N:33]([C:2]2[CH:7]=[CH:6][C:5]([C:8]3[N:9]([C:19]4[CH:20]=[N:21][CH:22]=[CH:23][CH:24]=4)[CH:10]=[C:11]([C:13]4[CH:18]=[CH:17][CH:16]=[CH:15][N:14]=4)[N:12]=3)=[CH:4][CH:3]=2)[CH:32]=1, predict the reactants needed to synthesize it. The reactants are: I[C:2]1[CH:7]=[CH:6][C:5]([C:8]2[N:9]([C:19]3[CH:20]=[N:21][CH:22]=[CH:23][CH:24]=3)[CH:10]=[C:11]([C:13]3[CH:18]=[CH:17][CH:16]=[CH:15][N:14]=3)[N:12]=2)=[CH:4][CH:3]=1.Cl.Cl.[CH3:27][N:28]([CH3:40])[CH2:29][CH2:30][C:31]1[C:39]2[C:34](=[N:35][CH:36]=[CH:37][CH:38]=2)[NH:33][CH:32]=1.[O-]P([O-])([O-])=O.[K+].[K+].[K+].N[C@@H]1CCCC[C@H]1N. (4) Given the product [CH:30]1[C:31]2[N:32]([C:2]3[CH:3]=[C:4]([C:8]4[O:9][C:10]([C:13]5[CH:18]=[CH:17][CH:16]=[C:15]([O:19][CH3:20])[CH:14]=5)=[N:11][N:12]=4)[CH:5]=[CH:6][CH:7]=3)[C:33]3[C:25](=[CH:24][CH:23]=[CH:22][CH:21]=3)[C:26]=2[CH:27]=[CH:28][CH:29]=1, predict the reactants needed to synthesize it. The reactants are: I[C:2]1[CH:3]=[C:4]([C:8]2[O:9][C:10]([C:13]3[CH:18]=[CH:17][CH:16]=[C:15]([O:19][CH3:20])[CH:14]=3)=[N:11][N:12]=2)[CH:5]=[CH:6][CH:7]=1.[CH:21]1[C:33]2[NH:32][C:31]3[C:26](=[CH:27][CH:28]=[CH:29][CH:30]=3)[C:25]=2[CH:24]=[CH:23][CH:22]=1.C(=O)([O-])[O-].[K+].[K+]. (5) Given the product [Cl:1][C:2]1[CH:3]=[C:4]([N:8]([C:9]2[N:10]([C:20]3[CH:25]=[CH:24][CH:23]=[C:22]([Cl:26])[CH:21]=3)[N:11]=[C:12]3[C:17]=2[CH:16]=[C:15]([F:18])[C:14]([F:19])=[CH:13]3)[C:34]([NH:33][CH:27]2[CH2:32][CH2:31][CH2:30][CH2:29][CH2:28]2)=[O:35])[CH:5]=[CH:6][CH:7]=1, predict the reactants needed to synthesize it. The reactants are: [Cl:1][C:2]1[CH:3]=[C:4]([NH:8][C:9]2[N:10]([C:20]3[CH:25]=[CH:24][CH:23]=[C:22]([Cl:26])[CH:21]=3)[N:11]=[C:12]3[C:17]=2[CH:16]=[C:15]([F:18])[C:14]([F:19])=[CH:13]3)[CH:5]=[CH:6][CH:7]=1.[CH:27]1([N:33]=[C:34]=[O:35])[CH2:32][CH2:31][CH2:30][CH2:29][CH2:28]1.CCN(CC)CC. (6) Given the product [OH:8][C@@H:9]1[C:17]2[C:12](=[C:13]([C:18]3[S:22][C:21]([C:23]4[CH:24]=[CH:25][C:26]([O:31][CH:32]([CH3:34])[CH3:33])=[C:27]([CH:30]=4)[C:28]#[N:29])=[N:20][N:19]=3)[CH:14]=[CH:15][CH:16]=2)[CH2:11][CH2:10]1, predict the reactants needed to synthesize it. The reactants are: [Si]([O:8][C@@H:9]1[C:17]2[C:12](=[C:13]([C:18]3[S:22][C:21]([C:23]4[CH:24]=[CH:25][C:26]([O:31][CH:32]([CH3:34])[CH3:33])=[C:27]([CH:30]=4)[C:28]#[N:29])=[N:20][N:19]=3)[CH:14]=[CH:15][CH:16]=2)[CH2:11][CH2:10]1)(C(C)(C)C)(C)C.[F-].C([N+](CCCC)(CCCC)CCCC)CCC. (7) Given the product [Br:1][C:2]1[CH:7]=[CH:6][C:5]([CH2:8][Br:32])=[C:4]([CH3:10])[CH:3]=1, predict the reactants needed to synthesize it. The reactants are: [Br:1][C:2]1[CH:7]=[CH:6][C:5]([CH2:8]O)=[C:4]([CH3:10])[CH:3]=1.C1(P(C2C=CC=CC=2)C2C=CC=CC=2)C=CC=CC=1.ClCl.[Br:32]N1C(=O)CCC1=O. (8) Given the product [CH2:1]([N:8]1[CH2:12][C@@H:11]2[C@@H:13]([NH:16][C:24](=[O:25])[C@@H:23]([C:17]3[CH:22]=[CH:21][CH:20]=[CH:19][CH:18]=3)[CH3:27])[CH2:14][CH2:15][C@@H:10]2[CH2:9]1)[C:2]1[CH:3]=[CH:4][CH:5]=[CH:6][CH:7]=1, predict the reactants needed to synthesize it. The reactants are: [CH2:1]([N:8]1[CH2:12][C@H:11]2[C@H:13]([NH2:16])[CH2:14][CH2:15][C@H:10]2[CH2:9]1)[C:2]1[CH:7]=[CH:6][CH:5]=[CH:4][CH:3]=1.[C:17]1([C@H:23]([CH2:27]C)[C:24](O)=[O:25])[CH:22]=[CH:21][CH:20]=[CH:19][CH:18]=1. (9) Given the product [NH2:26][C:19]1[C:20]2[C:25](=[CH:24][CH:23]=[CH:22][CH:21]=2)[C:16]([O:15][C:13]2[CH:12]=[CH:11][N:10]=[C:9]([NH:8][CH2:7][C:2]3[CH:3]=[CH:4][CH:5]=[CH:6][N:1]=3)[CH:14]=2)=[CH:17][CH:18]=1, predict the reactants needed to synthesize it. The reactants are: [N:1]1[CH:6]=[CH:5][CH:4]=[CH:3][C:2]=1[CH2:7][NH:8][C:9]1[CH:14]=[C:13]([O:15][C:16]2[C:25]3[C:20](=[CH:21][CH:22]=[CH:23][CH:24]=3)[C:19]([NH:26]C(=O)OC(C)(C)C)=[CH:18][CH:17]=2)[CH:12]=[CH:11][N:10]=1.C(O)(C(F)(F)F)=O. (10) Given the product [NH:8]([CH2:23][C@@H:24]([C@H:26]1[CH2:31][CH2:30][C:29]2[CH:32]=[C:33]([F:36])[CH:34]=[CH:35][C:28]=2[O:27]1)[OH:25])[CH2:9][C@@H:10]([C@@H:12]1[CH2:17][CH2:16][C:15]2[CH:18]=[C:19]([F:22])[CH:20]=[CH:21][C:14]=2[O:13]1)[OH:11], predict the reactants needed to synthesize it. The reactants are: C1(C[N:8]([CH2:23][C@@H:24]([C@H:26]2[CH2:31][CH2:30][C:29]3[CH:32]=[C:33]([F:36])[CH:34]=[CH:35][C:28]=3[O:27]2)[OH:25])[CH2:9][C@@H:10]([C@@H:12]2[CH2:17][CH2:16][C:15]3[CH:18]=[C:19]([F:22])[CH:20]=[CH:21][C:14]=3[O:13]2)[OH:11])C=CC=CC=1.C([O-])=O.[NH4+].O.